This data is from Forward reaction prediction with 1.9M reactions from USPTO patents (1976-2016). The task is: Predict the product of the given reaction. (1) Given the reactants [F:1][C:2]1[CH:7]=[C:6]([N:8]2[CH2:12][C@H:11]([CH2:13][NH:14][C:15](=[O:17])[CH3:16])[O:10][C:9]2=[O:18])[CH:5]=[CH:4][C:3]=1[C:19]1[CH:24]=[CH:23][CH:22]=[C:21]([CH2:25][N:26]=[N+]=[N-])[CH:20]=1, predict the reaction product. The product is: [NH2:26][CH2:25][C:21]1[CH:20]=[C:19]([C:3]2[CH:4]=[CH:5][C:6]([N:8]3[CH2:12][C@H:11]([CH2:13][NH:14][C:15](=[O:17])[CH3:16])[O:10][C:9]3=[O:18])=[CH:7][C:2]=2[F:1])[CH:24]=[CH:23][CH:22]=1. (2) Given the reactants [F:1][CH2:2][CH:3]1[CH2:8][N:7]([C:9]2[CH:14]=[CH:13][C:12]([N+:15]([O-])=O)=[CH:11][C:10]=2[O:18][CH3:19])[CH2:6][CH2:5][N:4]1[CH3:20], predict the reaction product. The product is: [F:1][CH2:2][CH:3]1[N:4]([CH3:20])[CH2:5][CH2:6][N:7]([C:9]2[CH:14]=[CH:13][C:12]([NH2:15])=[CH:11][C:10]=2[O:18][CH3:19])[CH2:8]1. (3) Given the reactants [O:1]=[C:2]([C:9]1[CH:14]=[CH:13][CH:12]=[CH:11][C:10]=1[C:15]([F:18])([F:17])[F:16])[CH2:3][C:4]([O:6][CH2:7][CH3:8])=[O:5].S(Cl)([Cl:22])(=O)=O, predict the reaction product. The product is: [Cl:22][CH:3]([C:2](=[O:1])[C:9]1[CH:14]=[CH:13][CH:12]=[CH:11][C:10]=1[C:15]([F:16])([F:17])[F:18])[C:4]([O:6][CH2:7][CH3:8])=[O:5]. (4) Given the reactants [F:1][C:2]1[CH:12]=[CH:11][C:5]([CH:6]=[CH:7][C:8]([OH:10])=O)=[CH:4][CH:3]=1.[CH3:13][N:14]1[CH2:19][CH2:18][N:17]([C:20]2[CH:21]=[C:22]([C@@H:26]([NH2:28])[CH3:27])[CH:23]=[CH:24][CH:25]=2)[CH2:16][CH2:15]1.C(Cl)CCl.C(N(CC)CC)C, predict the reaction product. The product is: [F:1][C:2]1[CH:3]=[CH:4][C:5]([CH:6]=[CH:7][C:8]([NH:28][C@H:26]([C:22]2[CH:23]=[CH:24][CH:25]=[C:20]([N:17]3[CH2:18][CH2:19][N:14]([CH3:13])[CH2:15][CH2:16]3)[CH:21]=2)[CH3:27])=[O:10])=[CH:11][CH:12]=1.